From a dataset of Forward reaction prediction with 1.9M reactions from USPTO patents (1976-2016). Predict the product of the given reaction. (1) Given the reactants [NH2:1][C:2]1[C:7]([C:8]([NH:10][CH2:11][C:12]2[CH:17]=[CH:16][C:15]([O-:18])=[CH:14][CH:13]=2)=[O:9])=[CH:6][CH:5]=[CH:4][N:3]=1.[Na+].Br[CH2:21][CH2:22][CH2:23][CH3:24].C(=O)([O-])[O-].[Cs+].[Cs+].CN(C=O)C, predict the reaction product. The product is: [CH2:21]([O:18][C:15]1[CH:14]=[CH:13][C:12]([CH2:11][NH:10][C:8](=[O:9])[C:7]2[CH:6]=[CH:5][CH:4]=[N:3][C:2]=2[NH2:1])=[CH:17][CH:16]=1)[CH2:22][CH2:23][CH3:24]. (2) Given the reactants [ClH:1].[NH2:2][CH:3]1[CH2:5][CH:4]1[C:6]1[CH:7]=[CH:8][C:9]([O:20][CH3:21])=[C:10]([CH:19]=1)[C:11]([NH:13][CH:14]1[CH2:18][CH2:17][CH2:16][CH2:15]1)=[O:12].[C:22](=[O:25])([O-])O.[Na+], predict the reaction product. The product is: [ClH:1].[CH:14]1([NH:13][C:11](=[O:12])[C:10]2[CH:19]=[C:6]([C@@H:4]3[CH2:5][C@H:3]3[NH:2][CH:3]3[CH2:5][CH2:22][O:25][CH2:6][CH2:4]3)[CH:7]=[CH:8][C:9]=2[O:20][CH3:21])[CH2:18][CH2:17][CH2:16][CH2:15]1. (3) Given the reactants [CH:1]([C:4]1[N:5]=[C:6]([CH2:9][O:10][C:11]2[CH:12]=[C:13]([CH:16]=[CH:17][CH:18]=2)[CH:14]=O)[S:7][CH:8]=1)([CH3:3])[CH3:2].[Cl:19][C:20]1[CH:25]=[CH:24][C:23]([S:26]([NH:29][CH2:30][CH2:31][CH2:32][CH2:33][NH2:34])(=[O:28])=[O:27])=[CH:22][CH:21]=1, predict the reaction product. The product is: [Cl:19][C:20]1[CH:21]=[CH:22][C:23]([S:26]([NH:29][CH2:30][CH2:31][CH2:32][CH2:33][NH:34][CH2:14][C:13]2[CH:16]=[CH:17][CH:18]=[C:11]([O:10][CH2:9][C:6]3[S:7][CH:8]=[C:4]([CH:1]([CH3:3])[CH3:2])[N:5]=3)[CH:12]=2)(=[O:27])=[O:28])=[CH:24][CH:25]=1. (4) The product is: [Br:1][C:2]1[C:3]([O:13][CH3:14])=[CH:4][C:5]([C:6]2[O:8][CH2:28][C:27]([CH3:31])([CH3:30])[N:26]=2)=[CH:9][C:10]=1[O:11][CH3:12]. Given the reactants [Br:1][C:2]1[C:10]([O:11][CH3:12])=[CH:9][C:5]([C:6]([OH:8])=O)=[CH:4][C:3]=1[O:13][CH3:14].CN(C)C=O.C(Cl)(=O)C(Cl)=O.[NH2:26][C:27]([CH3:31])([CH3:30])[CH2:28]O.C(N(CC)C(C)C)(C)C.S(Cl)(Cl)=O.[OH-].[Na+], predict the reaction product. (5) Given the reactants [NH:1]([C:29]([O:31][C:32]([CH3:35])([CH3:34])[CH3:33])=[O:30])[C@H:2]([C:26](O)=O)[CH2:3][C:4](=[O:25])[NH:5][C:6]([C:19]1[CH:24]=[CH:23][CH:22]=[CH:21][CH:20]=1)([C:13]1[CH:18]=[CH:17][CH:16]=[CH:15][CH:14]=1)[C:7]1[CH:12]=[CH:11][CH:10]=[CH:9][CH:8]=1.CN1CCOCC1.ClC(OCC(C)C)=O.[Br:51][C:52]1[CH:53]=[C:54]([NH2:59])[C:55]([NH2:58])=[CH:56][CH:57]=1.C(O)(=O)C, predict the reaction product. The product is: [Br:51][C:52]1[CH:57]=[CH:56][C:55]2[NH:58][C:26]([C@@H:2]([NH:1][C:29](=[O:30])[O:31][C:32]([CH3:34])([CH3:33])[CH3:35])[CH2:3][C:4](=[O:25])[NH:5][C:6]([C:7]3[CH:12]=[CH:11][CH:10]=[CH:9][CH:8]=3)([C:19]3[CH:24]=[CH:23][CH:22]=[CH:21][CH:20]=3)[C:13]3[CH:14]=[CH:15][CH:16]=[CH:17][CH:18]=3)=[N:59][C:54]=2[CH:53]=1. (6) Given the reactants C(OC([N:8]1[CH2:13][CH2:12][CH:11]([O:14][Si:15]([C:28]([CH3:31])([CH3:30])[CH3:29])([C:22]2[CH:27]=[CH:26][CH:25]=[CH:24][CH:23]=2)[C:16]2[CH:21]=[CH:20][CH:19]=[CH:18][CH:17]=2)[CH2:10][CH2:9]1)=O)(C)(C)C.Cl.O1CCOCC1, predict the reaction product. The product is: [C:28]([Si:15]([C:16]1[CH:21]=[CH:20][CH:19]=[CH:18][CH:17]=1)([C:22]1[CH:23]=[CH:24][CH:25]=[CH:26][CH:27]=1)[O:14][CH:11]1[CH2:10][CH2:9][NH:8][CH2:13][CH2:12]1)([CH3:31])([CH3:29])[CH3:30]. (7) Given the reactants [N:1]1[CH:6]=[CH:5][C:4]([NH:7][C:8]2[C:17]3[C:12](=[CH:13][CH:14]=[CH:15][CH:16]=3)[N:11]=[C:10]([C:18]3[CH:23]=[CH:22][CH:21]=[CH:20][CH:19]=3)[N:9]=2)=[CH:3][CH:2]=1.[OH-].[K+].[CH3:26][O:27][C:28]1[CH:35]=[CH:34][C:31]([CH2:32]Cl)=[CH:30][CH:29]=1, predict the reaction product. The product is: [CH3:26][O:27][C:28]1[CH:35]=[CH:34][C:31]([CH2:32][N:7]([C:4]2[CH:3]=[CH:2][N:1]=[CH:6][CH:5]=2)[C:8]2[C:17]3[C:12](=[CH:13][CH:14]=[CH:15][CH:16]=3)[N:11]=[C:10]([C:18]3[CH:19]=[CH:20][CH:21]=[CH:22][CH:23]=3)[N:9]=2)=[CH:30][CH:29]=1.